From a dataset of Forward reaction prediction with 1.9M reactions from USPTO patents (1976-2016). Predict the product of the given reaction. (1) Given the reactants [F:1][C:2]1[CH:10]=[CH:9][C:8]([I:11])=[CH:7][C:3]=1[C:4]([OH:6])=[O:5].[CH3:12]OS(OC)(=O)=O.C([O-])([O-])=O.[K+].[K+], predict the reaction product. The product is: [F:1][C:2]1[CH:10]=[CH:9][C:8]([I:11])=[CH:7][C:3]=1[C:4]([O:6][CH3:12])=[O:5]. (2) The product is: [OH:35][C:36]1[CH:43]=[CH:42][C:41]([F:44])=[CH:40][C:37]=1[CH2:38][NH:3][CH2:4][CH2:5][CH2:6][CH2:7][CH2:8][CH2:9][CH2:10][CH2:11][CH2:12][N:13]1[CH2:18][CH2:17][CH:16]([O:19][C:20](=[O:34])[NH:21][C:22]2[CH:27]=[CH:26][CH:25]=[CH:24][C:23]=2[C:28]2[CH:33]=[CH:32][CH:31]=[CH:30][CH:29]=2)[CH2:15][CH2:14]1. Given the reactants Cl.Cl.[NH2:3][CH2:4][CH2:5][CH2:6][CH2:7][CH2:8][CH2:9][CH2:10][CH2:11][CH2:12][N:13]1[CH2:18][CH2:17][CH:16]([O:19][C:20](=[O:34])[NH:21][C:22]2[CH:27]=[CH:26][CH:25]=[CH:24][C:23]=2[C:28]2[CH:33]=[CH:32][CH:31]=[CH:30][CH:29]=2)[CH2:15][CH2:14]1.[OH:35][C:36]1[CH:43]=[CH:42][C:41]([F:44])=[CH:40][C:37]=1[CH:38]=O, predict the reaction product. (3) Given the reactants [CH3:1][O:2][C:3]1[CH:8]=[CH:7][CH:6]=[CH:5][C:4]=1[CH:9]([CH2:14][C:15]1[CH:20]=[CH:19][CH:18]=[CH:17][CH:16]=1)[C:10]([O:12]C)=[O:11].[OH-].[Na+].O, predict the reaction product. The product is: [CH3:1][O:2][C:3]1[CH:8]=[CH:7][CH:6]=[CH:5][C:4]=1[CH:9]([CH2:14][C:15]1[CH:20]=[CH:19][CH:18]=[CH:17][CH:16]=1)[C:10]([OH:12])=[O:11]. (4) Given the reactants I[C:2]1[C:3]([C:24]2[CH:29]=[CH:28][N:27]=[CH:26][CH:25]=2)=[N:4][N:5]2[C:10]([CH:11]3[CH2:17][CH:16]4[N:18]([C:19]([O:21][CH2:22][CH3:23])=[O:20])[CH:13]([CH2:14][CH2:15]4)[CH2:12]3)=[CH:9][CH:8]=[N:7][C:6]=12.[CH3:30][S:31]([NH:34][C:35]1[CH:36]=[C:37](B(O)O)[CH:38]=[CH:39][CH:40]=1)(=[O:33])=[O:32], predict the reaction product. The product is: [CH3:30][S:31]([NH:34][C:35]1[CH:36]=[C:37]([C:2]2[C:3]([C:24]3[CH:25]=[CH:26][N:27]=[CH:28][CH:29]=3)=[N:4][N:5]3[C:10]([CH:11]4[CH2:12][CH:13]5[N:18]([C:19]([O:21][CH2:22][CH3:23])=[O:20])[CH:16]([CH2:15][CH2:14]5)[CH2:17]4)=[CH:9][CH:8]=[N:7][C:6]=23)[CH:38]=[CH:39][CH:40]=1)(=[O:33])=[O:32].